Dataset: Rat liver microsome stability data. Task: Regression/Classification. Given a drug SMILES string, predict its absorption, distribution, metabolism, or excretion properties. Task type varies by dataset: regression for continuous measurements (e.g., permeability, clearance, half-life) or binary classification for categorical outcomes (e.g., BBB penetration, CYP inhibition). Dataset: rlm. (1) The drug is CC(C)[C@H](NC(=O)c1ccc(-c2ccc(CSc3nc(O)c4c(n3)CCC4)c(F)c2)o1)C(=O)N[C@@H]1CCCC[C@H]1O. The result is 0 (unstable in rat liver microsomes). (2) The drug is COc1ccc2c(-c3ccc(C4(C#N)CC4)cc3)c(C(=O)N3CCN(S(C)(=O)=O)CC3)cnc2c1. The result is 1 (stable in rat liver microsomes). (3) The result is 1 (stable in rat liver microsomes). The compound is Oc1c2c(nc3ccc(Br)cc13)CCCC2. (4) The compound is O=C(NOC[C@@H](O)CO)c1c(Nc2ccc(I)cc2F)c(F)c(=O)n2c1CCC2. The result is 0 (unstable in rat liver microsomes). (5) The drug is COCCNC(=O)c1ccc(-c2ncc3cnc(-c4cccc(F)c4)cn23)cc1. The result is 0 (unstable in rat liver microsomes).